This data is from Forward reaction prediction with 1.9M reactions from USPTO patents (1976-2016). The task is: Predict the product of the given reaction. (1) Given the reactants [N+:1]([C:4]1[CH:9]=[CH:8][C:7]([CH2:10][O:11][Si:12]([CH:19]([CH3:21])[CH3:20])([CH:16]([CH3:18])[CH3:17])[CH:13]([CH3:15])[CH3:14])=[CH:6][C:5]=1[NH:22][C@@H:23]1[CH2:28][CH2:27][C@H:26]([C:29]([O:31][CH3:32])=[O:30])[CH2:25][CH2:24]1)([O-])=O.C([O-])=O.[NH4+], predict the reaction product. The product is: [NH2:1][C:4]1[CH:9]=[CH:8][C:7]([CH2:10][O:11][Si:12]([CH:19]([CH3:21])[CH3:20])([CH:13]([CH3:15])[CH3:14])[CH:16]([CH3:17])[CH3:18])=[CH:6][C:5]=1[NH:22][C@@H:23]1[CH2:24][CH2:25][C@H:26]([C:29]([O:31][CH3:32])=[O:30])[CH2:27][CH2:28]1. (2) Given the reactants CC1CCCN(C)C1(C)C.C([Li])CCC.[Br:16][C:17]1[CH:22]=[CH:21][C:20]([F:23])=[CH:19][C:18]=1[CH2:24][OH:25].CN(C)[CH:28]=[O:29].[Cl-].[NH4+], predict the reaction product. The product is: [Br:16][C:17]1[C:18]([CH2:24][OH:25])=[CH:19][C:20]([F:23])=[C:21]([CH:22]=1)[CH:28]=[O:29]. (3) Given the reactants [Cl:1][C:2]1[CH:3]=[C:4]([C@@H:12]([CH2:22][CH:23]2[CH2:27][CH2:26][CH2:25][CH2:24]2)[C:13]([NH:15][C:16]2[CH:20]=[CH:19][N:18]([CH3:21])[N:17]=2)=[O:14])[CH:5]=[CH:6][C:7]=1[S:8]([CH3:11])(=[O:10])=[O:9].C(Cl)(=O)C(Cl)=O.N1C(C)=CC=CC=1C.[C:42]([O:46][C:47](=[O:62])[NH:48][C:49]1[CH:54]=[CH:53][CH:52]=[C:51](CN2C=CC(N)=N2)[CH:50]=1)([CH3:45])([CH3:44])[CH3:43], predict the reaction product. The product is: [C:42]([O:46][C:47](=[O:62])[NH:48][C:49]1[CH:50]=[CH:51][CH:52]=[C:53]([CH2:21][N:18]2[CH:19]=[CH:20][C:16]([NH:15][C:13](=[O:14])[C@@H:12]([C:4]3[CH:5]=[CH:6][C:7]([S:8]([CH3:11])(=[O:10])=[O:9])=[C:2]([Cl:1])[CH:3]=3)[CH2:22][CH:23]3[CH2:24][CH2:25][CH2:26][CH2:27]3)=[N:17]2)[CH:54]=1)([CH3:45])([CH3:43])[CH3:44]. (4) Given the reactants Cl[C:2]1[N:7]=[CH:6][C:5]([Br:8])=[CH:4][N:3]=1.[NH:9]1[CH2:13][CH2:12][CH2:11][CH2:10]1, predict the reaction product. The product is: [N:9]1([N:3]2[CH:4]=[C:5]([Br:8])[CH:6]=[N:7][CH2:2]2)[CH2:13][CH2:12][CH2:11][CH2:10]1.